Task: Predict the product of the given reaction.. Dataset: Forward reaction prediction with 1.9M reactions from USPTO patents (1976-2016) (1) Given the reactants [CH3:1][O:2][C:3]1[CH:9]=[CH:8][CH:7]=[C:5]([OH:6])[C:4]=1[OH:10].[C:11]1(=O)[CH2:15][CH2:14][CH2:13][CH2:12]1.C([O-])([O-])OC.O.C1(C)C=CC(S(O)(=O)=O)=CC=1.[OH-].[Na+], predict the reaction product. The product is: [CH3:1][O:2][C:3]1[C:4]2[O:10][C:11]3([O:6][C:5]=2[CH:7]=[CH:8][CH:9]=1)[CH2:15][CH2:14][CH2:13][CH2:12]3. (2) Given the reactants [F:1][C:2]1[CH:10]=[C:9]([N+:11]([O-:13])=[O:12])[CH:8]=[CH:7][C:3]=1[C:4](O)=[O:5].[BH4-].[Na+].[Cl-].[NH4+].O, predict the reaction product. The product is: [F:1][C:2]1[CH:10]=[C:9]([N+:11]([O-:13])=[O:12])[CH:8]=[CH:7][C:3]=1[CH:4]=[O:5]. (3) Given the reactants [CH:1]1([C@@H:5]([NH:7][S:8]([C:10]([CH3:13])([CH3:12])[CH3:11])=[O:9])[CH3:6])[CH2:4][CH2:3][CH2:2]1.[H-].[Na+].Br[CH2:17][C:18]1[CH:23]=[CH:22][C:21]([O:24][CH3:25])=[CH:20][CH:19]=1, predict the reaction product. The product is: [CH:1]1([C@@H:5]([N:7]([CH2:17][C:18]2[CH:23]=[CH:22][C:21]([O:24][CH3:25])=[CH:20][CH:19]=2)[S:8]([C:10]([CH3:12])([CH3:11])[CH3:13])=[O:9])[CH3:6])[CH2:4][CH2:3][CH2:2]1. (4) Given the reactants [CH:1]1[C:6]([C:7]2[O:17][C:16]3[CH:15]=[C:14]([OH:18])[CH:13]=[C:12]([OH:19])[C:11]=3[C:9](=[O:10])[C:8]=2[OH:20])=[CH:5][C:4]([OH:21])=[C:3]([OH:22])[CH:2]=1.O.C(=O)([O-])[O-].[K+].[K+].[CH2:30](Br)[C:31]1[CH:36]=[CH:35][CH:34]=[CH:33][CH:32]=1.Cl, predict the reaction product. The product is: [CH2:30]([O:20][C:8]1[C:9](=[O:10])[C:11]2[C:16](=[CH:15][C:14]([O:18][CH2:9][C:11]3[CH:12]=[CH:13][CH:14]=[CH:15][CH:16]=3)=[CH:13][C:12]=2[OH:19])[O:17][C:7]=1[C:6]1[CH:1]=[CH:2][C:3]([O:22][CH2:7][C:6]2[CH:1]=[CH:2][CH:3]=[CH:4][CH:5]=2)=[C:4]([OH:21])[CH:5]=1)[C:31]1[CH:36]=[CH:35][CH:34]=[CH:33][CH:32]=1. (5) Given the reactants [CH:1]([N:4]1[C:9](=[O:10])[CH:8]=[CH:7][C:6]([C:11]2[CH:12]=[CH:13][C:14]([O:23][CH2:24][C:25]([NH2:27])=O)=[N:15][C:16]=2[C:17]2[CH:22]=[CH:21][CH:20]=[CH:19][CH:18]=2)=[N:5]1)([CH3:3])[CH3:2].COOC(OOC)[N:32]([CH3:34])C.O.[NH2:39]N.C([O-])(O)=O.[Na+], predict the reaction product. The product is: [CH:1]([N:4]1[C:9](=[O:10])[CH:8]=[CH:7][C:6]([C:11]2[C:16]([C:17]3[CH:22]=[CH:21][CH:20]=[CH:19][CH:18]=3)=[N:15][C:14]([O:23][CH2:24][C:25]3[NH:27][N:32]=[CH:34][N:39]=3)=[CH:13][CH:12]=2)=[N:5]1)([CH3:3])[CH3:2]. (6) The product is: [Cl:1][C:2]1[C:3]2[CH:10]=[CH:9][N:8]([CH:11]([O:15][CH2:16][CH3:17])[O:12][CH2:13][CH3:14])[C:4]=2[N:5]=[CH:6][N:7]=1. Given the reactants [Cl:1][C:2]1[C:3]2[CH:10]=[CH:9][NH:8][C:4]=2[N:5]=[CH:6][N:7]=1.[CH:11](OCC)([O:15][CH2:16][CH3:17])[O:12][CH2:13][CH3:14], predict the reaction product.